Dataset: Catalyst prediction with 721,799 reactions and 888 catalyst types from USPTO. Task: Predict which catalyst facilitates the given reaction. The catalyst class is: 9. Reactant: [CH:1]1([C:6]2[CH:7]=[C:8]([CH:12]=[CH:13][C:14]=2[O:15][CH3:16])[C:9]([OH:11])=O)[CH2:5][CH2:4][CH2:3][CH2:2]1.C(Cl)(=O)C(Cl)=O.[Sn](Cl)(Cl)(Cl)Cl.[Br:28][C:29]1[CH:42]=[CH:41][C:32]([CH2:33][C:34]2[O:35][C:36]([CH3:40])=[C:37]([CH3:39])[CH:38]=2)=[CH:31][CH:30]=1. Product: [Br:28][C:29]1[CH:42]=[CH:41][C:32]([CH2:33][C:34]2[O:35][C:36]([CH3:40])=[C:37]([CH3:39])[C:38]=2[C:9]([C:8]2[CH:12]=[CH:13][C:14]([O:15][CH3:16])=[C:6]([CH:1]3[CH2:2][CH2:3][CH2:4][CH2:5]3)[CH:7]=2)=[O:11])=[CH:31][CH:30]=1.